The task is: Predict the reaction yield, written as a fraction of the theoretical maximum amount of product (1.0 means a 100% yield; for example, 0.34 means a 34% yield).. This data is from Reaction yield outcomes from USPTO patents with 853,638 reactions. The yield is 1.00. The product is [Si:1]([O:8][C@H:9]([C:33]1[CH:34]=[N+:35]([O-:47])[CH:36]=[CH:37][CH:38]=1)[C@H:10]1[CH2:14][CH2:13][C@@H:12]([CH2:15][C:16]2[CH:21]=[CH:20][C:19]([C:22]([O:24][CH3:25])=[O:23])=[CH:18][CH:17]=2)[N:11]1[C:26]([O:28][C:29]([CH3:31])([CH3:30])[CH3:32])=[O:27])([C:4]([CH3:5])([CH3:6])[CH3:7])([CH3:2])[CH3:3]. The reactants are [Si:1]([O:8][C@H:9]([C:33]1[CH:34]=[N:35][CH:36]=[CH:37][CH:38]=1)[C@H:10]1[CH2:14][CH2:13][C@@H:12]([CH2:15][C:16]2[CH:21]=[CH:20][C:19]([C:22]([O:24][CH3:25])=[O:23])=[CH:18][CH:17]=2)[N:11]1[C:26]([O:28][C:29]([CH3:32])([CH3:31])[CH3:30])=[O:27])([C:4]([CH3:7])([CH3:6])[CH3:5])([CH3:3])[CH3:2].C1C=C(Cl)C=C(C(OO)=[O:47])C=1. The catalyst is C(Cl)Cl.